Dataset: Forward reaction prediction with 1.9M reactions from USPTO patents (1976-2016). Task: Predict the product of the given reaction. (1) The product is: [OH:46][CH2:45][CH2:44][C:40]1[CH:39]=[C:38]([CH:43]=[CH:42][CH:41]=1)[CH2:37][CH2:36][N:28]1[CH2:29][C:30]2([CH2:35][N:34]([C:55]([C:53]3[N:54]=[C:50]([CH:47]([CH3:49])[CH3:48])[S:51][CH:52]=3)=[O:56])[CH2:33][CH2:32][O:31]2)[CH2:27]1. Given the reactants CN(C(ON1N=NC2C=CC=NC1=2)=[N+](C)C)C.F[P-](F)(F)(F)(F)F.Cl.Cl.[CH2:27]1[C:30]2([CH2:35][NH:34][CH2:33][CH2:32][O:31]2)[CH2:29][N:28]1[CH2:36][CH2:37][C:38]1[CH:39]=[C:40]([CH2:44][CH2:45][OH:46])[CH:41]=[CH:42][CH:43]=1.[CH:47]([C:50]1[S:51][CH:52]=[C:53]([C:55](O)=[O:56])[N:54]=1)([CH3:49])[CH3:48].C(N(CC)CC)C, predict the reaction product. (2) Given the reactants [F:1][C:2]1[CH:7]=[CH:6][C:5]([NH:8][C:9]([C:11]2([C:14]([O:16]C)=[O:15])[CH2:13][CH2:12]2)=[O:10])=[CH:4][CH:3]=1.O.O.[OH-].[Li+], predict the reaction product. The product is: [F:1][C:2]1[CH:3]=[CH:4][C:5]([NH:8][C:9]([C:11]2([C:14]([OH:16])=[O:15])[CH2:12][CH2:13]2)=[O:10])=[CH:6][CH:7]=1. (3) Given the reactants [O:1]=[S:2]1(=[O:16])[CH:6]([F:7])[C:5]2[C:8]([Cl:15])=[CH:9][CH:10]=[C:11]([N+:12]([O-])=O)[C:4]=2[NH:3]1.[Sn](Cl)Cl.[CH2:20](O)C, predict the reaction product. The product is: [O:1]=[S:2]1(=[O:16])[C:6]([F:7])([CH3:20])[C:5]2[C:8]([Cl:15])=[CH:9][CH:10]=[C:11]([NH2:12])[C:4]=2[NH:3]1. (4) Given the reactants [F:1][C:2]1[C:3]([CH2:13][NH2:14])=[CH:4][C:5]2[S:9][C:8]([S:10][CH3:11])=[N:7][C:6]=2[CH:12]=1.CCN(C(C)C)C(C)C.Cl[C:25]1[C:30]([N+:31]([O-:33])=[O:32])=[CH:29][CH:28]=[CH:27][N:26]=1, predict the reaction product. The product is: [F:1][C:2]1[C:3]([CH2:13][NH:14][C:25]2[C:30]([N+:31]([O-:33])=[O:32])=[CH:29][CH:28]=[CH:27][N:26]=2)=[CH:4][C:5]2[S:9][C:8]([S:10][CH3:11])=[N:7][C:6]=2[CH:12]=1.